Regression. Given two drug SMILES strings and cell line genomic features, predict the synergy score measuring deviation from expected non-interaction effect. From a dataset of NCI-60 drug combinations with 297,098 pairs across 59 cell lines. (1) Drug 1: CCC1(CC2CC(C3=C(CCN(C2)C1)C4=CC=CC=C4N3)(C5=C(C=C6C(=C5)C78CCN9C7C(C=CC9)(C(C(C8N6C)(C(=O)OC)O)OC(=O)C)CC)OC)C(=O)OC)O.OS(=O)(=O)O. Drug 2: CN1C2=C(C=C(C=C2)N(CCCl)CCCl)N=C1CCCC(=O)O.Cl. Cell line: T-47D. Synergy scores: CSS=37.0, Synergy_ZIP=2.55, Synergy_Bliss=1.34, Synergy_Loewe=-43.6, Synergy_HSA=1.38. (2) Drug 1: C1CN(CCN1C(=O)CCBr)C(=O)CCBr. Drug 2: N.N.Cl[Pt+2]Cl. Cell line: UACC62. Synergy scores: CSS=38.0, Synergy_ZIP=-6.42, Synergy_Bliss=-3.03, Synergy_Loewe=-1.56, Synergy_HSA=0.664.